This data is from Catalyst prediction with 721,799 reactions and 888 catalyst types from USPTO. The task is: Predict which catalyst facilitates the given reaction. (1) Reactant: [Cl:1][C:2]1[N:3]=[C:4]([C:9]([NH:11][C@H:12]2[CH2:17][CH2:16][N:15]([C:18](=[O:24])[C:19]([O:21]CC)=[O:20])[CH2:14][C@H:13]2[O:25][CH2:26][CH3:27])=[O:10])[NH:5][C:6]=1[CH2:7][CH3:8].[OH-].[Na+].Cl. Product: [Cl:1][C:2]1[N:3]=[C:4]([C:9]([NH:11][C@H:12]2[CH2:17][CH2:16][N:15]([C:18](=[O:24])[C:19]([OH:21])=[O:20])[CH2:14][C@H:13]2[O:25][CH2:26][CH3:27])=[O:10])[NH:5][C:6]=1[CH2:7][CH3:8]. The catalyst class is: 1. (2) Reactant: [C:1]([C:5]1[N:6]([CH3:24])[C:7](=[O:23])[C:8]2[C:13]([C:14]=1[C:15]1[CH:20]=[CH:19][CH:18]=[CH:17][CH:16]=1)=[CH:12][C:11]([C:21]#[N:22])=[CH:10][CH:9]=2)([CH3:4])([CH3:3])[CH3:2].[OH-:25].[Na+].Cl. Product: [C:1]([C:5]1[N:6]([CH3:24])[C:7](=[O:23])[C:8]2[C:13]([C:14]=1[C:15]1[CH:20]=[CH:19][CH:18]=[CH:17][CH:16]=1)=[CH:12][C:11]([C:21]([NH2:22])=[O:25])=[CH:10][CH:9]=2)([CH3:4])([CH3:2])[CH3:3]. The catalyst class is: 5. (3) Reactant: [CH2:1]([O:3][P:4](Cl)(=[O:8])[O:5][CH2:6][CH3:7])[CH3:2].[CH:10]1([Mg]Br)[CH2:12][CH2:11]1.[NH4+].[Cl-]. Product: [CH2:1]([O:3][P:4]([CH:10]1[CH2:12][CH2:11]1)(=[O:8])[O:5][CH2:6][CH3:7])[CH3:2]. The catalyst class is: 1. (4) Reactant: C([O:8][C:9]1[CH:10]=[C:11]2[C:15](=[CH:16][C:17]=1[C:18]1[CH:19]=[N:20][C:21]([CH3:24])=[CH:22][CH:23]=1)[N:14]([CH:25]1[CH2:30][CH2:29][CH2:28][CH2:27][O:26]1)[N:13]=[CH:12]2)C1C=CC=CC=1. The catalyst class is: 579. Product: [CH3:24][C:21]1[N:20]=[CH:19][C:18]([C:17]2[CH:16]=[C:15]3[C:11]([CH:12]=[N:13][N:14]3[CH:25]3[CH2:30][CH2:29][CH2:28][CH2:27][O:26]3)=[CH:10][C:9]=2[OH:8])=[CH:23][CH:22]=1. (5) Reactant: [C:1]([C:4]1[CH:16]=[CH:15][C:14]2[C:13]3[C:8](=[CH:9][C:10]([OH:17])=[CH:11][CH:12]=3)[CH2:7][C:6]=2[CH:5]=1)(=[O:3])[CH3:2].[CH2:18]([O:21][CH2:22][CH2:23][CH2:24][CH2:25]Cl)[CH:19]=[CH2:20].C(=O)([O-])[O-].[K+].[K+].Cl. Product: [C:1]([C:4]1[CH:16]=[CH:15][C:14]2[C:13]3[C:8](=[CH:9][C:10]([O:17][CH2:25][CH2:24][CH2:23][CH2:22][O:21][CH2:18][CH:19]=[CH2:20])=[CH:11][CH:12]=3)[CH2:7][C:6]=2[CH:5]=1)(=[O:3])[CH3:2]. The catalyst class is: 9. (6) Reactant: [NH2:1][C:2]1[C:3]([C:9]([O:11][CH3:12])=[O:10])=[N:4][C:5](Br)=[CH:6][CH:7]=1.[Br-].[CH:14]1([Zn+])[CH2:19][CH2:18][CH2:17][CH2:16][CH2:15]1.C1COCC1. Product: [NH2:1][C:2]1[C:3]([C:9]([O:11][CH3:12])=[O:10])=[N:4][C:5]([CH:14]2[CH2:19][CH2:18][CH2:17][CH2:16][CH2:15]2)=[CH:6][CH:7]=1. The catalyst class is: 492.